Dataset: Full USPTO retrosynthesis dataset with 1.9M reactions from patents (1976-2016). Task: Predict the reactants needed to synthesize the given product. (1) Given the product [CH2:13]([O:12][C:10](=[O:11])/[CH:9]=[CH:18]/[CH2:19][CH2:20][C@@H:21]1[N:26]([S:27]([C:30]2[CH:35]=[CH:34][CH:33]=[CH:32][CH:31]=2)(=[O:29])=[O:28])[CH2:25][CH2:24][N:23]([C:36]([O:38][CH2:39][C:40]2[CH:45]=[CH:44][CH:43]=[CH:42][CH:41]=2)=[O:37])[CH2:22]1)[CH3:14], predict the reactants needed to synthesize it. The reactants are: C(OP([CH2:9][C:10]([O:12][CH2:13][CH3:14])=[O:11])(OCC)=O)C.[H-].[Na+].O=[CH:18][CH2:19][CH2:20][C@@H:21]1[N:26]([S:27]([C:30]2[CH:35]=[CH:34][CH:33]=[CH:32][CH:31]=2)(=[O:29])=[O:28])[CH2:25][CH2:24][N:23]([C:36]([O:38][CH2:39][C:40]2[CH:45]=[CH:44][CH:43]=[CH:42][CH:41]=2)=[O:37])[CH2:22]1. (2) The reactants are: [N:1]1[CH:6]=[CH:5][CH:4]=[N:3][C:2]=1[C:7]1[CH:15]=[CH:14][CH:13]=[CH:12][C:8]=1[C:9]([OH:11])=O.[CH3:16][C:17]1[O:21][C:20]([C@@H:22]2[CH2:27][CH2:26][C@@H:25]([CH3:28])[NH:24][CH2:23]2)=[N:19][C:18]=1[C:29]([OH:32])([CH3:31])[CH3:30].CCN(C(C)C)C(C)C.C(P1(=O)OP(CCC)(=O)OP(CCC)(=O)O1)CC. Given the product [OH:32][C:29]([C:18]1[N:19]=[C:20]([C@H:22]2[CH2:23][N:24]([C:9]([C:8]3[CH:12]=[CH:13][CH:14]=[CH:15][C:7]=3[C:2]3[N:1]=[CH:6][CH:5]=[CH:4][N:3]=3)=[O:11])[C@H:25]([CH3:28])[CH2:26][CH2:27]2)[O:21][C:17]=1[CH3:16])([CH3:31])[CH3:30], predict the reactants needed to synthesize it. (3) Given the product [NH2:25][C:5]1[CH:4]=[N:3][N:2]([CH3:1])[C:6]=1[C:7]1[CH:8]=[C:9]([C@@H:13]([NH:17][C:18](=[O:24])[O:19][C:20]([CH3:22])([CH3:21])[CH3:23])[CH2:14][CH:15]=[CH2:16])[CH:10]=[N:11][CH:12]=1, predict the reactants needed to synthesize it. The reactants are: [CH3:1][N:2]1[C:6]([C:7]2[CH:8]=[C:9]([C@@H:13]([NH:17][C:18](=[O:24])[O:19][C:20]([CH3:23])([CH3:22])[CH3:21])[CH2:14][CH:15]=[CH2:16])[CH:10]=[N:11][CH:12]=2)=[C:5]([N+:25]([O-])=O)[CH:4]=[N:3]1.O.[NH4+].[Cl-]. (4) The reactants are: [NH2:1][C:2]1[N:7]=[C:6]([N:8]2[C@H:13]([CH3:14])[CH2:12][CH2:11][C@H:10]([C:15]([NH:17][CH2:18][CH2:19][C:20]3[CH:25]=[CH:24][CH:23]=[CH:22][CH:21]=3)=[O:16])[CH2:9]2)[CH:5]=[C:4]([C:26]2[CH:31]=[CH:30][C:29]([C:32]#[N:33])=[C:28](F)[CH:27]=2)[N:3]=1.CCO.CCN(C(C)C)C(C)C.[NH2:47][NH2:48]. Given the product [NH2:1][C:2]1[N:7]=[C:6]([N:8]2[C@H:13]([CH3:14])[CH2:12][CH2:11][C@H:10]([C:15]([NH:17][CH2:18][CH2:19][C:20]3[CH:25]=[CH:24][CH:23]=[CH:22][CH:21]=3)=[O:16])[CH2:9]2)[CH:5]=[C:4]([C:26]2[CH:27]=[C:28]3[C:29]([C:32]([NH2:33])=[N:47][NH:48]3)=[CH:30][CH:31]=2)[N:3]=1, predict the reactants needed to synthesize it. (5) The reactants are: [H-].[Na+].[S:3]1[CH:7]=[CH:6][N:5]=[C:4]1[SH:8].[C:9]([O:13][C:14]([N:16]1[CH2:21][CH2:20][CH:19](S(C)(=O)=O)[CH2:18][CH2:17]1)=[O:15])([CH3:12])([CH3:11])[CH3:10]. Given the product [C:9]([O:13][C:14]([N:16]1[CH2:21][CH2:20][CH:19]([S:8][C:4]2[S:3][CH:7]=[CH:6][N:5]=2)[CH2:18][CH2:17]1)=[O:15])([CH3:12])([CH3:10])[CH3:11], predict the reactants needed to synthesize it.